From a dataset of Forward reaction prediction with 1.9M reactions from USPTO patents (1976-2016). Predict the product of the given reaction. (1) Given the reactants Cl[C:2]([O:4][C:5]1[CH:10]=[CH:9][CH:8]=[CH:7][CH:6]=1)=[O:3].C([C:15]1[C:26]([NH2:27])=[CH:25][C:18]([CH2:19][N:20]([CH3:24])[C:21](=[O:23])[O-:22])=[C:17]([S:28][CH:29]([CH3:31])[CH3:30])[CH:16]=1)(C)(C)C.N1[CH:37]=[CH:36][CH:35]=CC=1.[CH2:38](Cl)Cl, predict the reaction product. The product is: [C:5]1([O:4][C:2](=[O:3])[NH:27][C:26]2[CH:15]=[CH:16][C:17]([S:28][CH:29]([CH3:30])[CH3:31])=[C:18]([CH2:19][N:20]([C:21]([O:22][C:36]([CH3:35])([CH3:37])[CH3:38])=[O:23])[CH3:24])[CH:25]=2)[CH:10]=[CH:9][CH:8]=[CH:7][CH:6]=1. (2) Given the reactants [Si]([O:18][CH2:19][C:20]1[N:25]=[CH:24][N:23]=[C:22]([CH:26]([CH:33]2[CH2:35][CH2:34]2)[CH2:27][C:28]([O:30][CH2:31][CH3:32])=[O:29])[CH:21]=1)(C(C)(C)C)(C1C=CC=CC=1)C1C=CC=CC=1.[F-].C([N+](CCCC)(CCCC)CCCC)CCC.O, predict the reaction product. The product is: [CH:33]1([CH:26]([C:22]2[CH:21]=[C:20]([CH2:19][OH:18])[N:25]=[CH:24][N:23]=2)[CH2:27][C:28]([O:30][CH2:31][CH3:32])=[O:29])[CH2:34][CH2:35]1. (3) Given the reactants F[C:2]1[CH:3]=[C:4]2[C:9](=[CH:10][C:11]=1[N+:12]([O-:14])=[O:13])[NH:8][C:7](=[O:15])[N:6]([NH:16][S:17]([CH3:20])(=[O:19])=[O:18])[C:5]2=[O:21].[C:22]1([C:28]2[N:29]=[CH:30][NH:31][CH:32]=2)[CH:27]=[CH:26][CH:25]=[CH:24][CH:23]=1.CS(C)=O.C(OCC)(=O)C, predict the reaction product. The product is: [N+:12]([C:11]1[CH:10]=[C:9]2[C:4]([C:5](=[O:21])[N:6]([NH:16][S:17]([CH3:20])(=[O:19])=[O:18])[C:7](=[O:15])[NH:8]2)=[CH:3][C:2]=1[N:31]1[CH:32]=[C:28]([C:22]2[CH:27]=[CH:26][CH:25]=[CH:24][CH:23]=2)[N:29]=[CH:30]1)([O-:14])=[O:13]. (4) Given the reactants [C:1]([O:5][C:6](=[O:35])[NH:7][C:8]1([C:12]2[CH:17]=[CH:16][C:15]([C:18]3[C:19]([C:29]4[CH:34]=[CH:33][CH:32]=[CH:31][CH:30]=4)=[CH:20][C:21]4[NH:26][C:25](=S)[CH2:24][O:23][C:22]=4[N:28]=3)=[CH:14][CH:13]=2)[CH2:11][CH2:10][CH2:9]1)([CH3:4])([CH3:3])[CH3:2].[C:36]([NH:44][NH2:45])(=O)[C:37]1[CH:42]=[CH:41][N:40]=[CH:39][CH:38]=1, predict the reaction product. The product is: [C:29]1([C:19]2[C:18]([C:15]3[CH:16]=[CH:17][C:12]([C:8]4([NH:7][C:6](=[O:35])[O:5][C:1]([CH3:4])([CH3:3])[CH3:2])[CH2:11][CH2:10][CH2:9]4)=[CH:13][CH:14]=3)=[N:28][C:22]3[O:23][CH2:24][C:25]4[N:26]([C:36]([C:37]5[CH:42]=[CH:41][N:40]=[CH:39][CH:38]=5)=[N:44][N:45]=4)[C:21]=3[CH:20]=2)[CH:34]=[CH:33][CH:32]=[CH:31][CH:30]=1. (5) Given the reactants [C:1]([O:5][C:6](=[O:39])[NH:7][C@@H:8]([CH2:19][C:20]1[C:28]2[C:23](=[CH:24][CH:25]=[C:26]([O:29][C:30]3[CH:35]=[CH:34][C:33]([N+:36]([O-:38])=[O:37])=[CH:32][CH:31]=3)[CH:27]=2)[NH:22][CH:21]=1)[C:9]([N:11]1[CH2:15][CH2:14][CH2:13][C@H:12]1[C:16](=O)[NH2:17])=[O:10])([CH3:4])([CH3:3])[CH3:2].N1C=CN=C1.O=P(Cl)(Cl)Cl, predict the reaction product. The product is: [C:1]([O:5][C:6](=[O:39])[NH:7][C@@H:8]([CH2:19][C:20]1[C:28]2[C:23](=[CH:24][CH:25]=[C:26]([O:29][C:30]3[CH:35]=[CH:34][C:33]([N+:36]([O-:38])=[O:37])=[CH:32][CH:31]=3)[CH:27]=2)[NH:22][CH:21]=1)[C:9]([N:11]1[CH2:15][CH2:14][CH2:13][C@H:12]1[C:16]#[N:17])=[O:10])([CH3:4])([CH3:2])[CH3:3].